Dataset: Forward reaction prediction with 1.9M reactions from USPTO patents (1976-2016). Task: Predict the product of the given reaction. (1) Given the reactants [CH3:1][C:2]1[CH:7]=[C:6]([CH3:8])[NH:5][C:4](=[O:9])[C:3]=1[CH2:10][NH:11][C:12]([C:14]1[C:15]([CH3:48])=[C:16]([N:33]([CH3:47])[CH:34]2[CH2:39][CH2:38][N:37](C(OC(C)(C)C)=O)[CH2:36][CH2:35]2)[CH:17]=[C:18]([C:20]2[CH:25]=[CH:24][C:23]([CH2:26][N:27]3[CH2:32][CH2:31][O:30][CH2:29][CH2:28]3)=[CH:22][CH:21]=2)[CH:19]=1)=[O:13].C(O)(C(F)(F)F)=O, predict the reaction product. The product is: [CH3:1][C:2]1[CH:7]=[C:6]([CH3:8])[NH:5][C:4](=[O:9])[C:3]=1[CH2:10][NH:11][C:12]([C:14]1[CH:19]=[C:18]([C:20]2[CH:25]=[CH:24][C:23]([CH2:26][N:27]3[CH2:28][CH2:29][O:30][CH2:31][CH2:32]3)=[CH:22][CH:21]=2)[CH:17]=[C:16]([N:33]([CH3:47])[CH:34]2[CH2:39][CH2:38][NH:37][CH2:36][CH2:35]2)[C:15]=1[CH3:48])=[O:13]. (2) Given the reactants [Br:1][C:2]1[CH:7]=[C:6]([Cl:8])[CH:5]=[C:4]([F:9])[C:3]=1N.F[B-](F)(F)F.N#[O+].[C-:18]#[N:19].[K+], predict the reaction product. The product is: [Br:1][C:2]1[CH:7]=[C:6]([Cl:8])[CH:5]=[C:4]([F:9])[C:3]=1[C:18]#[N:19]. (3) Given the reactants [Si:1]([O:8][CH2:9][C:10]1[CH:18]=[CH:17][C:13]([C:14](O)=[O:15])=[CH:12][C:11]=1[N+:19]([O-:21])=[O:20])([C:4]([CH3:7])([CH3:6])[CH3:5])([CH3:3])[CH3:2].F[P-](F)(F)(F)(F)F.CN(C)C(F)=[N+](C)C.C(N(CC)CC)C.O.[NH2:45][NH2:46], predict the reaction product. The product is: [Si:1]([O:8][CH2:9][C:10]1[CH:18]=[CH:17][C:13]([C:14]([NH:45][NH2:46])=[O:15])=[CH:12][C:11]=1[N+:19]([O-:21])=[O:20])([C:4]([CH3:7])([CH3:6])[CH3:5])([CH3:3])[CH3:2]. (4) Given the reactants [F:1][C:2]([F:24])([F:23])[C:3]1[CH:22]=[CH:21][CH:20]=[CH:19][C:4]=1[O:5][CH:6]1[CH2:11][CH2:10][N:9]([C:12]2[S:13][CH:14]=[C:15]([CH:17]=O)[N:16]=2)[CH2:8][CH2:7]1.C(O)(=O)[CH2:26][C:27]([OH:29])=[O:28].N1CCCCC1, predict the reaction product. The product is: [F:1][C:2]([F:24])([F:23])[C:3]1[CH:22]=[CH:21][CH:20]=[CH:19][C:4]=1[O:5][CH:6]1[CH2:7][CH2:8][N:9]([C:12]2[S:13][CH:14]=[C:15]([CH:17]=[CH:26][C:27]([OH:29])=[O:28])[N:16]=2)[CH2:10][CH2:11]1.